Predict the product of the given reaction. From a dataset of Forward reaction prediction with 1.9M reactions from USPTO patents (1976-2016). (1) Given the reactants [CH:1]1([C:4]2[C:9]([C:10]([O:12]CC)=[O:11])=[CH:8][N:7]=[C:6]([O:15][CH3:16])[N:5]=2)[CH2:3][CH2:2]1.[OH-].[Na+], predict the reaction product. The product is: [CH:1]1([C:4]2[C:9]([C:10]([OH:12])=[O:11])=[CH:8][N:7]=[C:6]([O:15][CH3:16])[N:5]=2)[CH2:2][CH2:3]1. (2) Given the reactants [NH2:1][C:2]1[N:7]=[C:6]([N:8]2[C@H:13]([CH3:14])[CH2:12][CH2:11][C@H:10]([C:15](O)=[O:16])[CH2:9]2)[CH:5]=[C:4]([C:18]2[CH:23]=[CH:22][C:21]([C:24]#[N:25])=[C:20]([F:26])[CH:19]=2)[N:3]=1.CN(C(ON1N=NC2C=CC=NC1=2)=[N+](C)C)C.F[P-](F)(F)(F)(F)F.CCN(C(C)C)C(C)C.[CH3:60][O:61][C:62]1[CH:67]=[CH:66][CH:65]=[CH:64][C:63]=1[CH2:68][NH2:69], predict the reaction product. The product is: [NH2:1][C:2]1[N:7]=[C:6]([N:8]2[C@H:13]([CH3:14])[CH2:12][CH2:11][C@H:10]([C:15]([NH:69][CH2:68][C:63]3[CH:64]=[CH:65][CH:66]=[CH:67][C:62]=3[O:61][CH3:60])=[O:16])[CH2:9]2)[CH:5]=[C:4]([C:18]2[CH:23]=[CH:22][C:21]([C:24]#[N:25])=[C:20]([F:26])[CH:19]=2)[N:3]=1. (3) Given the reactants Cl[C:2]1[C:11]2[C:6](=[CH:7][C:8]([S:12]([NH:15][C:16]3[CH:20]=[CH:19][O:18][N:17]=3)(=[O:14])=[O:13])=[CH:9][CH:10]=2)[CH:5]=[CH:4][N:3]=1.Cl[C:22]1[CH:27]=[CH:26][C:25](B(O)O)=[C:24]([O:31][CH3:32])[CH:23]=1.C(=O)([O-])[O-].[K+].[K+].[F:39][C:40]([F:51])([F:50])[C:41]1[CH:42]=[C:43](B(O)O)[CH:44]=[CH:45][CH:46]=1.COC1C=CC=C(OC)C=1C1C=CC=CC=1P(C1CCCCC1)C1CCCCC1.P([O-])([O-])([O-])=O.[K+].[K+].[K+], predict the reaction product. The product is: [O:18]1[CH:19]=[CH:20][C:16]([NH:15][S:12]([C:8]2[CH:7]=[C:6]3[C:11](=[CH:10][CH:9]=2)[C:2]([C:25]2[CH:26]=[CH:27][C:22]([C:45]4[CH:44]=[CH:43][CH:42]=[C:41]([C:40]([F:51])([F:50])[F:39])[CH:46]=4)=[CH:23][C:24]=2[O:31][CH3:32])=[N:3][CH:4]=[CH:5]3)(=[O:14])=[O:13])=[N:17]1. (4) Given the reactants B([C:4]1[CH:15]=[C:14]([Cl:16])[CH:13]=[CH:12][C:5]=1[O:6][C@@H:7]([CH3:11])[C:8]([OH:10])=[O:9])(O)O.[Cl:17][C:18]1[CH:19]=[C:20]([S:25]([N:28]([CH3:30])[CH3:29])(=[O:27])=[O:26])[CH:21]=[CH:22][C:23]=1I, predict the reaction product. The product is: [Cl:17][C:18]1[CH:19]=[C:20]([S:25]([N:28]([CH3:30])[CH3:29])(=[O:27])=[O:26])[CH:21]=[CH:22][C:23]=1[C:4]1[CH:15]=[C:14]([Cl:16])[CH:13]=[CH:12][C:5]=1[O:6][C@@H:7]([CH3:11])[C:8]([OH:10])=[O:9]. (5) Given the reactants [C:1]([C:5]1[CH:31]=[CH:30][CH:29]=[CH:28][C:6]=1[O:7][C:8]1[C:13]([NH:14][C:15]2[NH:16][C:17]3[CH:23]=[C:22]([C:24](OC)=[O:25])[CH:21]=[CH:20][C:18]=3[N:19]=2)=[CH:12][CH:11]=[CH:10][N:9]=1)([CH3:4])([CH3:3])[CH3:2].[H-].[H-].[H-].[H-].[Li+].[Al+3], predict the reaction product. The product is: [C:1]([C:5]1[CH:31]=[CH:30][CH:29]=[CH:28][C:6]=1[O:7][C:8]1[C:13]([NH:14][C:15]2[NH:16][C:17]3[CH:23]=[C:22]([CH2:24][OH:25])[CH:21]=[CH:20][C:18]=3[N:19]=2)=[CH:12][CH:11]=[CH:10][N:9]=1)([CH3:4])([CH3:2])[CH3:3]. (6) Given the reactants C([Si](C)(C)[O:6][CH2:7][CH2:8][N:9]([C:34]#[N:35])[C:10]1[CH:15]=[CH:14][C:13]([NH:16][C:17]([C:19]2[C:24]([NH:25][C:26]([C:28]3[S:29][C:30]([Cl:33])=[CH:31][CH:32]=3)=[O:27])=[CH:23][CH:22]=[CH:21][N:20]=2)=[O:18])=[CH:12][CH:11]=1)(C)(C)C.[CH3:38][S:39]([OH:42])(=[O:41])=[O:40], predict the reaction product. The product is: [CH3:38][S:39]([OH:42])(=[O:41])=[O:40].[Cl:33][C:30]1[S:29][C:28]([C:26]([NH:25][C:24]2[C:19]([C:17]([NH:16][C:13]3[CH:14]=[CH:15][C:10]([N:9]4[CH2:8][CH2:7][O:6][C:34]4=[NH:35])=[CH:11][CH:12]=3)=[O:18])=[N:20][CH:21]=[CH:22][CH:23]=2)=[O:27])=[CH:32][CH:31]=1. (7) The product is: [OH:3][CH:2]1[CH2:8][O:7][C:5](=[O:6])[CH2:4]1.[OH:3][CH:2]([CH2:1][OH:9])[CH2:4][C:5]([O:7][CH3:8])=[O:6]. Given the reactants [C:1](OC)(=[O:9])[CH:2]([CH2:4][C:5]([O:7][CH3:8])=[O:6])[OH:3].C(O)C(O)CCO, predict the reaction product.